Dataset: Reaction yield outcomes from USPTO patents with 853,638 reactions. Task: Predict the reaction yield, written as a fraction of the theoretical maximum amount of product (1.0 means a 100% yield; for example, 0.34 means a 34% yield). (1) The reactants are I[C:2]1[N:3]=[C:4]([CH3:16])[N:5]([CH2:7][CH2:8][O:9][CH:10]2[CH2:15][CH2:14][CH2:13][CH2:12][O:11]2)[CH:6]=1.IC1N(CCOC2CCCCO2)C(C)=NC=1.C([Mg]Br)C.[CH3:37][Sn:38](Cl)([CH3:40])[CH3:39].[NH4+].[Cl-]. The catalyst is C(Cl)Cl. The product is [CH3:16][C:4]1[N:5]([CH2:7][CH2:8][O:9][CH:10]2[CH2:15][CH2:14][CH2:13][CH2:12][O:11]2)[CH:6]=[C:2]([Sn:38]([CH3:40])([CH3:39])[CH3:37])[N:3]=1. The yield is 0.630. (2) The reactants are Br[C:2]1[CH:3]=[C:4]2[C:9](=[CH:10][CH:11]=1)[N:8]=[C:7]([O:12][CH3:13])[CH:6]=[C:5]2[C:14]1[CH:19]=[CH:18][CH:17]=[C:16]([Cl:20])[CH:15]=1.[CH3:21][C:22]1[N:27]=[CH:26][C:25]([C:28]([C:30]2[N:31]([CH3:35])[CH:32]=[N:33][CH:34]=2)=[O:29])=[CH:24][CH:23]=1. No catalyst specified. The product is [Cl:20][C:16]1[CH:15]=[C:14]([C:5]2[C:4]3[C:9](=[CH:10][CH:11]=[C:2]([C:28]([C:25]4[CH:26]=[N:27][C:22]([CH3:21])=[CH:23][CH:24]=4)([C:30]4[N:31]([CH3:35])[CH:32]=[N:33][CH:34]=4)[OH:29])[CH:3]=3)[N:8]=[C:7]([O:12][CH3:13])[CH:6]=2)[CH:19]=[CH:18][CH:17]=1. The yield is 0.480.